Dataset: Peptide-MHC class II binding affinity with 134,281 pairs from IEDB. Task: Regression. Given a peptide amino acid sequence and an MHC pseudo amino acid sequence, predict their binding affinity value. This is MHC class II binding data. (1) The peptide sequence is MSQIMYNYPAMMAHA. The MHC is DRB1_1501 with pseudo-sequence DRB1_1501. The binding affinity (normalized) is 0.741. (2) The peptide sequence is CPLDHVNTLHFLTRG. The MHC is DRB1_1501 with pseudo-sequence DRB1_1501. The binding affinity (normalized) is 0.358. (3) The peptide sequence is QENWNTSIKTLKFDA. The MHC is DRB1_0901 with pseudo-sequence DRB1_0901. The binding affinity (normalized) is 0.330. (4) The peptide sequence is ADYLRMWIQAATVMS. The MHC is DRB1_0901 with pseudo-sequence DRB1_0901. The binding affinity (normalized) is 0.747. (5) The peptide sequence is VVLRKRQGPKQMLVG. The MHC is DRB1_0301 with pseudo-sequence DRB1_0301. The binding affinity (normalized) is 0.481. (6) The peptide sequence is FESLRDEEAYSIV. The MHC is HLA-DPA10301-DPB10402 with pseudo-sequence HLA-DPA10301-DPB10402. The binding affinity (normalized) is 0.0971. (7) The peptide sequence is GKLITDWCCRSCTLPPLR. The MHC is DRB1_0404 with pseudo-sequence DRB1_0404. The binding affinity (normalized) is 0. (8) The peptide sequence is LVGPTPINIIGRNLLTQIGC. The MHC is HLA-DPA10103-DPB10401 with pseudo-sequence HLA-DPA10103-DPB10401. The binding affinity (normalized) is 0.147.